This data is from Catalyst prediction with 721,799 reactions and 888 catalyst types from USPTO. The task is: Predict which catalyst facilitates the given reaction. Reactant: [CH2:1](O)[CH2:2][CH2:3][CH2:4][CH2:5][CH2:6][CH2:7][CH2:8][CH:9]=[CH2:10].C1(P(C2C=CC=CC=2)C2C=CC=CC=2)C=CC=CC=1.C1C(=O)N([Br:38])C(=O)C1. Product: [Br:38][CH2:1][CH2:2][CH2:3][CH2:4][CH2:5][CH2:6][CH2:7][CH2:8][CH:9]=[CH2:10]. The catalyst class is: 3.